From a dataset of Peptide-MHC class II binding affinity with 134,281 pairs from IEDB. Regression. Given a peptide amino acid sequence and an MHC pseudo amino acid sequence, predict their binding affinity value. This is MHC class II binding data. (1) The peptide sequence is RNVFDEVIPTAFKIG. The MHC is DRB3_0202 with pseudo-sequence DRB3_0202. The binding affinity (normalized) is 0.264. (2) The peptide sequence is LECQVQTAVDFGNSY. The MHC is DRB3_0301 with pseudo-sequence DRB3_0301. The binding affinity (normalized) is 0. (3) The MHC is DRB1_1501 with pseudo-sequence DRB1_1501. The peptide sequence is MFISDTPGERNPYEN. The binding affinity (normalized) is 0. (4) The MHC is DRB1_0301 with pseudo-sequence DRB1_0301. The binding affinity (normalized) is 0.129. The peptide sequence is SWITQGLLGALLLWMGI. (5) The peptide sequence is AAFTAGTTVYGAFAA. The MHC is HLA-DPA10103-DPB10601 with pseudo-sequence HLA-DPA10103-DPB10601. The binding affinity (normalized) is 0.132. (6) The binding affinity (normalized) is 0.691. The MHC is DRB1_0401 with pseudo-sequence DRB1_0401. The peptide sequence is YDGFLANVSTVLTGK. (7) The peptide sequence is WLACGVDNFCVKVLAK. The MHC is HLA-DQA10201-DQB10402 with pseudo-sequence HLA-DQA10201-DQB10402. The binding affinity (normalized) is 0.486. (8) The peptide sequence is TSVGKGIHTVFGSAF. The MHC is DRB3_0301 with pseudo-sequence DRB3_0301. The binding affinity (normalized) is 0.633.